This data is from Forward reaction prediction with 1.9M reactions from USPTO patents (1976-2016). The task is: Predict the product of the given reaction. (1) Given the reactants [C:1]([Si:5]([CH3:28])([CH3:27])[O:6][CH:7]([CH2:25][CH3:26])[C:8]([N:10]1[CH2:15][CH2:14][C:13]2[N:16]=[C:17]([C:19]3[CH:24]=[CH:23][CH:22]=[CH:21][CH:20]=3)[O:18][C:12]=2[CH2:11]1)=O)([CH3:4])([CH3:3])[CH3:2].COC1C=CC(P2(SP(C3C=CC(OC)=CC=3)(=S)S2)=[S:38])=CC=1, predict the reaction product. The product is: [C:1]([Si:5]([CH3:28])([CH3:27])[O:6][CH:7]([CH2:25][CH3:26])[C:8]([N:10]1[CH2:15][CH2:14][C:13]2[N:16]=[C:17]([C:19]3[CH:24]=[CH:23][CH:22]=[CH:21][CH:20]=3)[O:18][C:12]=2[CH2:11]1)=[S:38])([CH3:4])([CH3:3])[CH3:2]. (2) Given the reactants [OH:1][C:2]1[CH:9]=[CH:8][C:5]([CH:6]=[O:7])=[C:4]([O:10][CH3:11])[CH:3]=1.I[CH2:13][C:14]([CH2:55][O:56][CH2:57][CH2:58][CH2:59][CH2:60][CH2:61][CH2:62][CH2:63][CH2:64][CH2:65][CH2:66][CH2:67][CH2:68][CH2:69][CH2:70][CH2:71][CH2:72][CH2:73][CH3:74])([CH2:35][O:36][CH2:37][CH2:38][CH2:39][CH2:40][CH2:41][CH2:42][CH2:43][CH2:44][CH2:45][CH2:46][CH2:47][CH2:48][CH2:49][CH2:50][CH2:51][CH2:52][CH2:53][CH3:54])[CH2:15][O:16][CH2:17][CH2:18][CH2:19][CH2:20][CH2:21][CH2:22][CH2:23][CH2:24][CH2:25][CH2:26][CH2:27][CH2:28][CH2:29][CH2:30][CH2:31][CH2:32][CH2:33][CH3:34].C(=O)([O-])[O-].[K+].[K+].Cl, predict the reaction product. The product is: [CH3:11][O:10][C:4]1[CH:3]=[C:2]([O:1][CH2:13][C:14]([CH2:15][O:16][CH2:17][CH2:18][CH2:19][CH2:20][CH2:21][CH2:22][CH2:23][CH2:24][CH2:25][CH2:26][CH2:27][CH2:28][CH2:29][CH2:30][CH2:31][CH2:32][CH2:33][CH3:34])([CH2:55][O:56][CH2:57][CH2:58][CH2:59][CH2:60][CH2:61][CH2:62][CH2:63][CH2:64][CH2:65][CH2:66][CH2:67][CH2:68][CH2:69][CH2:70][CH2:71][CH2:72][CH2:73][CH3:74])[CH2:35][O:36][CH2:37][CH2:38][CH2:39][CH2:40][CH2:41][CH2:42][CH2:43][CH2:44][CH2:45][CH2:46][CH2:47][CH2:48][CH2:49][CH2:50][CH2:51][CH2:52][CH2:53][CH3:54])[CH:9]=[CH:8][C:5]=1[CH:6]=[O:7]. (3) The product is: [CH3:1][N:2]1[CH2:3][CH2:4][N:5]([C:8]([C:10](=[CH:13][C:14]2[CH:15]=[CH:16][C:17]([NH:20][C:21]3[N:22]=[C:23]4[C:29]([C:30](=[O:35])[C:31]([CH3:33])([CH3:32])[CH3:34])=[CH:28][NH:27][C:24]4=[N:25][CH:26]=3)=[CH:18][CH:19]=2)[C:11]#[N:12])=[O:9])[CH2:6][CH2:7]1. Given the reactants [CH3:1][N:2]1[CH2:7][CH2:6][N:5]([C:8]([C:10](=[CH:13][C:14]2[CH:19]=[CH:18][C:17]([NH:20][C:21]3[N:22]=[C:23]4[C:29]([C:30](=[O:35])[C:31]([CH3:34])([CH3:33])[CH3:32])=[CH:28][N:27](COCC[Si](C)(C)C)[C:24]4=[N:25][CH:26]=3)=[CH:16][CH:15]=2)[C:11]#[N:12])=[O:9])[CH2:4][CH2:3]1.C(O)(C(F)(F)F)=O, predict the reaction product. (4) Given the reactants [CH3:1][O:2][C:3]1[C:8]([O:9][CH3:10])=[CH:7][CH:6]=[CH:5][C:4]=1B(O)O.I[C:15]1[C:23]2[C:18](=[N:19][CH:20]=[N:21][C:22]=2[NH2:24])[N:17]([CH:25]([CH3:27])[CH3:26])[N:16]=1.C([O-])([O-])=O.[Na+].[Na+], predict the reaction product. The product is: [CH:25]([N:17]1[C:18]2=[N:19][CH:20]=[N:21][C:22]([NH2:24])=[C:23]2[C:15]([C:4]2[CH:5]=[CH:6][CH:7]=[C:8]([O:9][CH3:10])[C:3]=2[O:2][CH3:1])=[N:16]1)([CH3:27])[CH3:26]. (5) Given the reactants P([O-])(O)(O)=O.[Na+].[Na].[CH3:8][O:9][C:10]1[CH:15]=[CH:14][C:13]([C@@H:16]2[C@H:21]([O:22][CH2:23][C:24]#[CH:25])[CH2:20][NH:19][CH2:18][C@@H:17]2[O:26][CH:27]([C:38]2[CH:39]=[CH:40][C:41]3[O:46][CH2:45][CH2:44][N:43]([CH2:47][CH2:48][CH2:49][O:50][CH3:51])[C:42]=3[CH:52]=2)S(C2C=CC(C)=CC=2)(=O)=O)=[CH:12][CH:11]=1, predict the reaction product. The product is: [CH3:8][O:9][C:10]1[CH:15]=[CH:14][C:13]([C@@H:16]2[C@H:21]([O:22][CH2:23][C:24]#[CH:25])[CH2:20][NH:19][CH2:18][C@@H:17]2[O:26][CH2:27][C:38]2[CH:39]=[CH:40][C:41]3[O:46][CH2:45][CH2:44][N:43]([CH2:47][CH2:48][CH2:49][O:50][CH3:51])[C:42]=3[CH:52]=2)=[CH:12][CH:11]=1. (6) Given the reactants [CH3:1][N:2]([CH2:4][CH:5]([O:25][C:26](=[O:42])[CH2:27][CH2:28][CH2:29][CH2:30][CH2:31][CH2:32][CH2:33][CH2:34][CH2:35][CH2:36][CH2:37][CH2:38][CH2:39][CH2:40][CH3:41])[CH2:6][O:7][C:8](=[O:24])[CH2:9][CH2:10][CH2:11][CH2:12][CH2:13][CH2:14][CH2:15][CH2:16][CH2:17][CH2:18][CH2:19][CH2:20][CH2:21][CH2:22][CH3:23])[CH3:3].[Br:43][CH2:44][CH2:45][CH2:46][CH2:47][CH2:48][CH2:49][CH2:50][CH2:51][CH2:52][CH2:53][CH2:54][CH2:55][CH2:56][CH2:57][CH2:58][CH2:59][CH2:60][CH2:61][CH2:62][CH2:63][OH:64], predict the reaction product. The product is: [Br-:43].[C:26]([O:25][CH:5]([CH2:6][O:7][C:8](=[O:24])[CH2:9][CH2:10][CH2:11][CH2:12][CH2:13][CH2:14][CH2:15][CH2:16][CH2:17][CH2:18][CH2:19][CH2:20][CH2:21][CH2:22][CH3:23])[CH2:4][N+:2]([CH2:44][CH2:45][CH2:46][CH2:47][CH2:48][CH2:49][CH2:50][CH2:51][CH2:52][CH2:53][CH2:54][CH2:55][CH2:56][CH2:57][CH2:58][CH2:59][CH2:60][CH2:61][CH2:62][CH2:63][OH:64])([CH3:3])[CH3:1])(=[O:42])[CH2:27][CH2:28][CH2:29][CH2:30][CH2:31][CH2:32][CH2:33][CH2:34][CH2:35][CH2:36][CH2:37][CH2:38][CH2:39][CH2:40][CH3:41]. (7) Given the reactants [NH2:1][C:2]1[S:3][C:4]([S:7][C:8]#[N:9])=[CH:5][N:6]=1.N1C=CC=CC=1.[C:16](OC(=O)C)(=[O:18])[CH3:17], predict the reaction product. The product is: [C:16]([NH:1][C:2]1[S:3][C:4]([S:7][C:8]#[N:9])=[CH:5][N:6]=1)(=[O:18])[CH3:17]. (8) The product is: [CH3:19][N:7]1[C:6]2[CH2:5][CH2:4][CH2:3][C:2](=[O:1])[C:14]=2[C:13]2[C:12]([C:15]([O:17][CH3:18])=[O:16])=[CH:11][CH:10]=[CH:9][C:8]1=2. Given the reactants [O:1]=[C:2]1[C:14]2[C:13]3[C:12]([C:15]([O:17][CH3:18])=[O:16])=[CH:11][CH:10]=[CH:9][C:8]=3[NH:7][C:6]=2[CH2:5][CH2:4][CH2:3]1.[CH3:19]C(C)([O-])C.[K+].CI, predict the reaction product.